This data is from Reaction yield outcomes from USPTO patents with 853,638 reactions. The task is: Predict the reaction yield, written as a fraction of the theoretical maximum amount of product (1.0 means a 100% yield; for example, 0.34 means a 34% yield). (1) The reactants are [O:1]1[C:5]2[CH:6]=[CH:7][CH:8]=[CH:9][C:4]=2[CH:3]=[C:2]1[C:10]([NH:12][C:13]1[S:14][CH:15]=[C:16](OS(C(F)(F)F)(=O)=O)[C:17]=1[C:18]([O:20]C(C)(C)C)=[O:19])=[O:11].[F:33][C:34]([F:46])([F:45])[O:35][C:36]1[CH:41]=[CH:40][C:39](B(O)O)=[CH:38][CH:37]=1.C(=O)([O-])[O-].[Na+].[Na+].C(O)C. The catalyst is C1C=CC([P]([Pd]([P](C2C=CC=CC=2)(C2C=CC=CC=2)C2C=CC=CC=2)([P](C2C=CC=CC=2)(C2C=CC=CC=2)C2C=CC=CC=2)[P](C2C=CC=CC=2)(C2C=CC=CC=2)C2C=CC=CC=2)(C2C=CC=CC=2)C2C=CC=CC=2)=CC=1.O.C1(C)C=CC=CC=1. The product is [O:1]1[C:5]2[CH:6]=[CH:7][CH:8]=[CH:9][C:4]=2[CH:3]=[C:2]1[C:10]([NH:12][C:13]1[S:14][CH:15]=[C:16]([C:39]2[CH:38]=[CH:37][C:36]([O:35][C:34]([F:33])([F:45])[F:46])=[CH:41][CH:40]=2)[C:17]=1[C:18]([OH:20])=[O:19])=[O:11]. The yield is 0.250. (2) The reactants are CC(OC([N:8]1[CH2:13][CH2:12][CH:11]([CH2:14][C:15]2[CH:16]=[C:17]([C:21]([NH:23][CH2:24][C:25]3[CH:26]=[CH:27][C:28]([F:52])=[C:29]([C:31]4[CH:36]=[CH:35][CH:34]=[C:33]([CH2:37][N:38]5[CH2:43][CH2:42][N:41](C(OC(C)(C)C)=O)[C@@H:40]([CH3:51])[CH2:39]5)[CH:32]=4)[CH:30]=3)=[O:22])[CH:18]=[CH:19][CH:20]=2)[CH2:10][CH2:9]1)=O)(C)C.[H-].[Na+].Br[CH2:56][CH2:57][CH2:58][CH2:59][CH2:60][CH3:61]. The catalyst is CN(C=O)C. The product is [F:52][C:28]1[C:29]([C:31]2[CH:36]=[CH:35][CH:34]=[C:33]([CH2:37][N:38]3[CH2:43][CH2:42][NH:41][C@@H:40]([CH3:51])[CH2:39]3)[CH:32]=2)=[CH:30][C:25]([CH2:24][N:23]([CH2:56][CH2:57][CH2:58][CH2:59][CH2:60][CH3:61])[C:21](=[O:22])[C:17]2[CH:18]=[CH:19][CH:20]=[C:15]([CH2:14][CH:11]3[CH2:12][CH2:13][NH:8][CH2:9][CH2:10]3)[CH:16]=2)=[CH:26][CH:27]=1. The yield is 0.240. (3) The reactants are CN(C=O)C.[CH:6]1([NH:11][C:12]2[N:13]=[C:14]([NH:30][CH2:31][CH:32]3[CH2:37][CH2:36][O:35][CH2:34][CH2:33]3)[C:15]3[O:20][N:19]=[C:18]([C:21]4[CH:29]=[CH:28][C:24]([C:25]([OH:27])=O)=[CH:23][CH:22]=4)[C:16]=3[N:17]=2)[CH2:10][CH2:9][CH2:8][CH2:7]1.[CH:38]1([NH2:41])[CH2:40][CH2:39]1.CN(C(ON1N=NC2C=CC=NC1=2)=[N+](C)C)C.F[P-](F)(F)(F)(F)F. The catalyst is C(OCC)(=O)C.O. The product is [CH:6]1([NH:11][C:12]2[N:13]=[C:14]([NH:30][CH2:31][CH:32]3[CH2:37][CH2:36][O:35][CH2:34][CH2:33]3)[C:15]3[O:20][N:19]=[C:18]([C:21]4[CH:29]=[CH:28][C:24]([C:25]([NH:41][CH:38]5[CH2:40][CH2:39]5)=[O:27])=[CH:23][CH:22]=4)[C:16]=3[N:17]=2)[CH2:7][CH2:8][CH2:9][CH2:10]1. The yield is 0.580. (4) The reactants are C(NC1C=CC(C2C=C3C(CN([C@@H](C(C)C)C(O)=O)C3=O)=CC=2)=CC=1)(=O)C1C=CC=CC=1.[F:33][C:34]1[CH:35]=[C:36]([CH:64]=[CH:65][CH:66]=1)[C:37]([NH:39][C:40]1[CH:45]=[CH:44][C:43]([C:46]2[CH:54]=[C:53]3[C:49]([CH2:50][N:51]([C@@H:56]([CH:61]([CH3:63])[CH3:62])[C:57]([O:59]C)=[O:58])[C:52]3=[O:55])=[CH:48][CH:47]=2)=[CH:42][CH:41]=1)=[O:38]. No catalyst specified. The product is [F:33][C:34]1[CH:35]=[C:36]([CH:64]=[CH:65][CH:66]=1)[C:37]([NH:39][C:40]1[CH:45]=[CH:44][C:43]([C:46]2[CH:54]=[C:53]3[C:49]([CH2:50][N:51]([C@@H:56]([CH:61]([CH3:63])[CH3:62])[C:57]([OH:59])=[O:58])[C:52]3=[O:55])=[CH:48][CH:47]=2)=[CH:42][CH:41]=1)=[O:38]. The yield is 0.840. (5) The reactants are Cl[C:2]1[CH:3]=[C:4]([CH:41]=[CH:42][C:43]=1F)[C:5]1[C:10]([C:11]2[CH:20]=[CH:19][C:18]3[C:13](=[CH:14][CH:15]=[C:16]([C:21]4[N:25]([CH:26]5[CH2:31][CH2:30][CH2:29][CH2:28][CH2:27]5)[C:24]5[CH:32]=[CH:33][C:34]([C:36]([OH:38])=[O:37])=[CH:35][C:23]=5[N:22]=4)[CH:17]=3)[N:12]=2)=[CH:9][C:8]([O:39][CH3:40])=[CH:7][CH:6]=1.[CH3:45]OC(C1C=CC2N(C3CCCCC3)C(C3C=C4C(=CC=3)N=C(C3C=C(OC)C=CC=3Br)C=C4)=NC=2C=1)=O.B(O)(O)C1C=CC(C)=CC=1. No catalyst specified. The product is [CH:26]1([N:25]2[C:24]3[CH:32]=[CH:33][C:34]([C:36]([OH:38])=[O:37])=[CH:35][C:23]=3[N:22]=[C:21]2[C:16]2[CH:17]=[C:18]3[C:13](=[CH:14][CH:15]=2)[N:12]=[C:11]([C:10]2[C:5]([C:4]4[CH:3]=[CH:2][C:43]([CH3:45])=[CH:42][CH:41]=4)=[CH:6][CH:7]=[C:8]([O:39][CH3:40])[CH:9]=2)[CH:20]=[CH:19]3)[CH2:31][CH2:30][CH2:29][CH2:28][CH2:27]1. The yield is 0.120. (6) The reactants are I[C:2]1[CH:3]=[C:4]([C:13]([O:15][CH2:16][CH3:17])=[O:14])[C:5]2[O:9][C:8]([CH3:11])([CH3:10])[CH2:7][C:6]=2[CH:12]=1.[CH:18]1[CH2:22][CH2:21][CH2:20][CH:19]=1.CCCC[N+](CCCC)(CCCC)CCCC.[F-].C([O-])([O-])=O.[K+].[K+]. The catalyst is C([O-])(=O)C.[Pd+2].C([O-])(=O)C.CC1C(P(C2C(C)=CC=CC=2)C2C(C)=CC=CC=2)=CC=CC=1.CCOC(C)=O.CN(C=O)C. The product is [CH:22]1([C:2]2[CH:3]=[C:4]([C:13]([O:15][CH2:16][CH3:17])=[O:14])[C:5]3[O:9][C:8]([CH3:11])([CH3:10])[CH2:7][C:6]=3[CH:12]=2)[CH2:21][CH2:20][CH:19]=[CH:18]1. The yield is 0.664. (7) The reactants are [Br:1][C:2]1[C:3](F)=[C:4]2[C:10]([NH:11][C:12]([CH:14]3[CH2:18][CH2:17][CH2:16][CH2:15]3)=[O:13])=[CH:9][NH:8][C:5]2=[N:6][CH:7]=1.[NH:20]1[CH2:25][CH2:24][CH2:23][C@@H:22]([NH:26][C:27](=[O:33])[O:28][C:29]([CH3:32])([CH3:31])[CH3:30])[CH2:21]1. The catalyst is CCCCO. The product is [Br:1][C:2]1[C:3]([N:20]2[CH2:25][CH2:24][CH2:23][C@@H:22]([NH:26][C:27](=[O:33])[O:28][C:29]([CH3:31])([CH3:30])[CH3:32])[CH2:21]2)=[C:4]2[C:10]([NH:11][C:12]([CH:14]3[CH2:18][CH2:17][CH2:16][CH2:15]3)=[O:13])=[CH:9][NH:8][C:5]2=[N:6][CH:7]=1. The yield is 0.220. (8) The reactants are [C:1]1([C:8]2[CH:13]=[CH:12][CH:11]=[CH:10][CH:9]=2)[CH:6]=[CH:5][CH:4]=[C:3]([OH:7])[CH:2]=1.[Br:14][CH2:15][CH2:16][CH2:17]Br.C([O-])([O-])=O.[Cs+].[Cs+]. The catalyst is C(#N)C. The product is [Br:14][CH2:15][CH2:16][CH2:17][O:7][C:3]1[CH:2]=[C:1]([C:8]2[CH:9]=[CH:10][CH:11]=[CH:12][CH:13]=2)[CH:6]=[CH:5][CH:4]=1. The yield is 0.578. (9) The reactants are [F:1][C:2]1[CH:10]=[CH:9][CH:8]=[C:7]2[C:3]=1[CH2:4][CH2:5][C:6]2=[O:11].C=O.[C:14]1(B(O)O)C=CC=CC=1.C(O)(C(F)(F)F)=O.C([O-])(O)=O.[Na+]. The catalyst is C1(C)C=CC=CC=1. The product is [F:1][C:2]1[CH:10]=[CH:9][CH:8]=[C:7]2[C:3]=1[CH2:4][C:5](=[CH2:14])[C:6]2=[O:11]. The yield is 0.720.